Dataset: Reaction yield outcomes from USPTO patents with 853,638 reactions. Task: Predict the reaction yield, written as a fraction of the theoretical maximum amount of product (1.0 means a 100% yield; for example, 0.34 means a 34% yield). The product is [NH2:20][C@H:18]([C:12]1[N:11]([C:28]2[CH:33]=[CH:32][CH:31]=[CH:30][CH:29]=2)[C:10](=[O:34])[C:9]2[C:14](=[CH:15][CH:16]=[CH:17][C:8]=2[C:6]2[CH:5]=[N:4][N:3]([CH3:2])[CH:7]=2)[N:13]=1)[CH3:19]. The catalyst is CCOC(C)=O. The reactants are Cl.[CH3:2][N:3]1[CH:7]=[C:6]([C:8]2[CH:17]=[CH:16][CH:15]=[C:14]3[C:9]=2[C:10](=[O:34])[N:11]([C:28]2[CH:33]=[CH:32][CH:31]=[CH:30][CH:29]=2)[C:12]([C@@H:18]([NH:20]C(=O)OC(C)(C)C)[CH3:19])=[N:13]3)[CH:5]=[N:4]1. The yield is 0.910.